Dataset: Full USPTO retrosynthesis dataset with 1.9M reactions from patents (1976-2016). Task: Predict the reactants needed to synthesize the given product. The reactants are: Br[C:2]1[CH:7]=[CH:6][C:5]([F:8])=[CH:4][CH:3]=1.[Mg].BrCCBr.[CH3:14][C:15]([O:19][Si](C)(C)C)([CH3:18])[C:16]#N.Cl.C(=O)(O)[O-:26].[Na+]. Given the product [F:8][C:5]1[CH:6]=[CH:7][C:2]([C:16](=[O:26])[C:15]([OH:19])([CH3:14])[CH3:18])=[CH:3][CH:4]=1, predict the reactants needed to synthesize it.